This data is from Forward reaction prediction with 1.9M reactions from USPTO patents (1976-2016). The task is: Predict the product of the given reaction. (1) Given the reactants F[C:2](F)(F)[C:3]([N:5]1[CH2:14][CH2:13][C:12]2[C:7](=[CH:8][C:9]([S:15](Cl)(=[O:17])=[O:16])=[CH:10][CH:11]=2)[CH2:6]1)=O.[NH2:21][CH2:22][CH2:23][CH:24]1[CH2:28][CH2:27][CH2:26][N:25]1[CH3:29], predict the reaction product. The product is: [CH:2]1([CH2:3][N:5]2[CH2:14][CH2:13][C:12]3[C:7](=[CH:8][C:9]([S:15]([NH:21][CH2:22][CH2:23][C@@H:24]4[CH2:28][CH2:27][CH2:26][N:25]4[CH3:29])(=[O:17])=[O:16])=[CH:10][CH:11]=3)[CH2:6]2)[CH2:11][CH2:12][CH2:7][CH2:8][CH2:9]1. (2) Given the reactants [CH3:1][O:2][CH:3]1[CH2:6][N:5]([CH2:7][C:8]#[N:9])[CH2:4]1, predict the reaction product. The product is: [CH3:1][O:2][CH:3]1[CH2:6][N:5]([CH2:7][CH2:8][NH2:9])[CH2:4]1. (3) Given the reactants [NH2:1][CH:2]([CH2:4][CH2:5][CH2:6][CH3:7])[CH3:3].[CH:8](=O)[C:9]1[CH:14]=[CH:13][CH:12]=[CH:11][CH:10]=1, predict the reaction product. The product is: [CH:8](=[N:1][CH:2]([CH2:4][CH2:5][CH2:6][CH3:7])[CH3:3])[C:9]1[CH:14]=[CH:13][CH:12]=[CH:11][CH:10]=1. (4) Given the reactants [C:1]([S:9][C:10]1[CH:18]=[CH:17][CH:16]=[CH:15][C:11]=1[C:12]([OH:14])=O)(=[O:8])[C:2]1[CH:7]=[CH:6][CH:5]=[CH:4][CH:3]=1.C(Cl)(=O)C(Cl)=O.CCN(CC)CC.[CH3:32][N:33]1[C:37]([NH2:38])=[CH:36][C:35]([CH3:39])=[N:34]1, predict the reaction product. The product is: [CH3:32][N:33]1[C:37]([NH:38][C:12]([C:11]2[CH:15]=[CH:16][CH:17]=[CH:18][C:10]=2[S:9][C:1](=[O:8])[C:2]2[CH:3]=[CH:4][CH:5]=[CH:6][CH:7]=2)=[O:14])=[CH:36][C:35]([CH3:39])=[N:34]1. (5) Given the reactants [CH:1]1([C:4]2[N:9]=[C:8]([C:10]([NH:12][C:13]3[CH:21]=[N:20][CH:19]=[CH:18][C:14]=3[C:15](O)=[O:16])=[O:11])[C:7]([NH:22][C:23]3[CH:24]=[N:25][CH:26]=[N:27][CH:28]=3)=[N:6][CH:5]=2)[CH2:3][CH2:2]1.[CH3:29][C:30]1([NH2:34])[CH2:33][O:32][CH2:31]1, predict the reaction product. The product is: [CH3:29][C:30]1([NH:34][C:15]([C:14]2[CH:18]=[CH:19][N:20]=[CH:21][C:13]=2[NH:12][C:10]([C:8]2[C:7]([NH:22][C:23]3[CH:24]=[N:25][CH:26]=[N:27][CH:28]=3)=[N:6][CH:5]=[C:4]([CH:1]3[CH2:2][CH2:3]3)[N:9]=2)=[O:11])=[O:16])[CH2:33][O:32][CH2:31]1.